Dataset: Full USPTO retrosynthesis dataset with 1.9M reactions from patents (1976-2016). Task: Predict the reactants needed to synthesize the given product. Given the product [CH3:14][Si:15]([CH3:22])([CH3:21])[CH2:16][CH2:17][O:18][CH2:19][O:7][C:8]1[CH:9]=[N:10][CH:11]=[CH:12][CH:13]=1, predict the reactants needed to synthesize it. The reactants are: CC(C)([O-])C.[K+].[OH:7][C:8]1[CH:9]=[N:10][CH:11]=[CH:12][CH:13]=1.[CH3:14][Si:15]([CH3:22])([CH3:21])[CH2:16][CH2:17][O:18][CH2:19]Cl.